This data is from Reaction yield outcomes from USPTO patents with 853,638 reactions. The task is: Predict the reaction yield, written as a fraction of the theoretical maximum amount of product (1.0 means a 100% yield; for example, 0.34 means a 34% yield). The reactants are C1(P(C2C=CC=CC=2)C2C=CC=CC=2)C=CC=CC=1.BrN1C(=O)CCC1=O.[CH:28]1([CH2:33][C@H:34]([C:38]2[CH:43]=[CH:42][C:41]([S:44]([CH3:47])(=[O:46])=[O:45])=[CH:40][CH:39]=2)[C:35]([OH:37])=O)[CH2:32][CH2:31][CH2:30][CH2:29]1.Cl.[NH2:49][C:50]1[S:51][C:52]([Cl:55])=[CH:53][N:54]=1.N1C=CC=CC=1.Cl. The catalyst is C(Cl)Cl.O.C(OCC)(=O)C. The product is [Cl:55][C:52]1[S:51][C:50]([NH:49][C:35](=[O:37])[C@@H:34]([C:38]2[CH:43]=[CH:42][C:41]([S:44]([CH3:47])(=[O:46])=[O:45])=[CH:40][CH:39]=2)[CH2:33][CH:28]2[CH2:29][CH2:30][CH2:31][CH2:32]2)=[N:54][CH:53]=1. The yield is 0.400.